From a dataset of Full USPTO retrosynthesis dataset with 1.9M reactions from patents (1976-2016). Predict the reactants needed to synthesize the given product. (1) Given the product [Cl:7][C:8]1[CH:9]=[CH:10][C:11]([S:14][CH:15]([C:23]2[CH:28]=[C:27]([F:29])[CH:26]=[CH:25][C:24]=2[F:30])[C:16]([CH3:21])([CH3:22])[CH2:17][OH:18])=[CH:12][CH:13]=1, predict the reactants needed to synthesize it. The reactants are: [H-].[Al+3].[Li+].[H-].[H-].[H-].[Cl:7][C:8]1[CH:13]=[CH:12][C:11]([S:14][CH:15]([C:23]2[CH:28]=[C:27]([F:29])[CH:26]=[CH:25][C:24]=2[F:30])[C:16]([CH3:22])([CH3:21])[C:17](OC)=[O:18])=[CH:10][CH:9]=1. (2) Given the product [CH2:29]([N:31]([CH2:36][CH3:37])[CH2:32][CH2:33][CH2:34][NH:35][C:2]1[CH:7]=[CH:6][CH:5]=[CH:4][C:3]=1[S:8]([CH2:11][C:12]1[C:17]([C:18]([O:20][CH3:21])=[O:19])=[C:16]([O:22][CH3:23])[C:15]([C:24]2[CH:28]=[CH:27][O:26][CH:25]=2)=[CH:14][CH:13]=1)(=[O:10])=[O:9])[CH3:30], predict the reactants needed to synthesize it. The reactants are: F[C:2]1[CH:7]=[CH:6][CH:5]=[CH:4][C:3]=1[S:8]([CH2:11][C:12]1[C:17]([C:18]([O:20][CH3:21])=[O:19])=[C:16]([O:22][CH3:23])[C:15]([C:24]2[CH:28]=[CH:27][O:26][CH:25]=2)=[CH:14][CH:13]=1)(=[O:10])=[O:9].[CH2:29]([N:31]([CH2:36][CH3:37])[CH2:32][CH2:33][CH2:34][NH2:35])[CH3:30].Cl.C(=O)([O-])O.[Na+]. (3) Given the product [Cl:1][C:2]1[CH:3]=[CH:4][C:5]([C:28]([F:30])([F:29])[F:31])=[C:6]([CH:27]=1)[CH2:7][N:8]1[CH2:13][CH2:12][NH:11][C:10]2[N:14]=[CH:15][C:16]([C:18]3[CH:19]=[C:20]([C:21]([N:44]4[CH2:45][CH2:46][CH:41]([C:34]5[C:35]6[C:40](=[CH:39][CH:38]=[CH:37][CH:36]=6)[NH:32][CH:33]=5)[CH2:42][CH2:43]4)=[O:23])[CH:24]=[CH:25][CH:26]=3)=[CH:17][C:9]1=2, predict the reactants needed to synthesize it. The reactants are: [Cl:1][C:2]1[CH:3]=[CH:4][C:5]([C:28]([F:31])([F:30])[F:29])=[C:6]([CH:27]=1)[CH2:7][N:8]1[CH2:13][CH2:12][NH:11][C:10]2[N:14]=[CH:15][C:16]([C:18]3[CH:19]=[C:20]([CH:24]=[CH:25][CH:26]=3)[C:21]([OH:23])=O)=[CH:17][C:9]1=2.[NH:32]1[C:40]2[C:35](=[CH:36][CH:37]=[CH:38][CH:39]=2)[C:34]([CH:41]2[CH2:46][CH2:45][NH:44][CH2:43][CH2:42]2)=[CH:33]1. (4) The reactants are: [OH:1][C:2]1[CH:3]=[C:4]([CH:7]=[CH:8][CH:9]=1)[CH:5]=[O:6].N1C=CC=CC=1.[C:16](Cl)(=[O:21])[C:17]([CH3:20])([CH3:19])[CH3:18]. Given the product [C:16]([O:1][C:2]1[CH:9]=[CH:8][CH:7]=[C:4]([CH:5]=[O:6])[CH:3]=1)(=[O:21])[C:17]([CH3:20])([CH3:19])[CH3:18], predict the reactants needed to synthesize it. (5) Given the product [Br:1][C:2]1[CH:8]=[CH:7][C:5]([N:6]2[C:24](=[O:25])[N:23]([CH3:22])[N:14]=[CH:13]2)=[CH:4][CH:3]=1, predict the reactants needed to synthesize it. The reactants are: [Br:1][C:2]1[CH:8]=[CH:7][C:5]([NH2:6])=[CH:4][CH:3]=1.BrC1C=C[C:13]([NH2:14])=C(F)C=1.[H-].[Na+].IC.[CH3:22][N:23](C)[CH:24]=[O:25]. (6) Given the product [C:13]([CH2:12][O:11][C:6]1[CH:5]=[CH:4][CH:3]=[C:2]([OH:1])[C:7]=1[C:8](=[O:10])[CH:9]=[CH:24][CH:23]1[CH:26]=[CH:27][CH:28]=[C:21]([O:20][CH2:19][CH2:18][OH:17])[CH2:22]1)([OH:15])=[O:14], predict the reactants needed to synthesize it. The reactants are: [OH:1][C:2]1[C:7]([C:8](=[O:10])[CH3:9])=[C:6]([O:11][CH2:12][C:13]([O:15]C)=[O:14])[CH:5]=[CH:4][CH:3]=1.[OH:17][CH2:18][CH2:19][O:20][C:21]1[CH:22]=[C:23]([CH:26]=[CH:27][CH:28]=1)[CH:24]=O.O.[OH-].[K+]. (7) Given the product [CH:44]1([O:49][C:50]2[CH:51]=[CH:41][C:40]([NH:39][C:37]([NH:34][C:33]3[CH:32]=[CH:16][C:15]([N:1]4[CH2:6][CH2:5][CH:4]([N:7]5[CH2:12][CH2:11][O:10][CH2:9][CH2:8]5)[CH2:3][CH2:2]4)=[CH:14][CH:19]=3)=[O:38])=[CH:55][CH:56]=2)[CH2:45][CH2:46][CH2:47][CH2:48]1, predict the reactants needed to synthesize it. The reactants are: [NH:1]1[CH2:6][CH2:5][CH:4]([N:7]2[CH2:12][CH2:11][O:10][CH2:9][CH2:8]2)[CH2:3][CH2:2]1.F[C:14]1[CH:19]=CC([N+]([O-])=O)=[CH:16][CH:15]=1.[H][H].NC1C=CC=CC=1.[CH:32]1N=C[N:34]([C:37]([N:39]2C=N[CH:41]=[CH:40]2)=[O:38])[CH:33]=1.[CH:44]1([O:49][C:50]2[CH:56]=[CH:55]C(N)=C[CH:51]=2)[CH2:48][CH2:47][CH2:46][CH2:45]1. (8) Given the product [F:15][C:16]1[CH:25]=[C:24]2[C:19]([CH2:20][CH2:21][N:22]([C:1](=[O:7])[CH2:2][CH2:3][C:4]([OH:6])=[O:5])[CH:23]2[C:26]2[CH:27]=[CH:28][CH:29]=[CH:30][CH:31]=2)=[CH:18][CH:17]=1, predict the reactants needed to synthesize it. The reactants are: [C:1]1(=[O:7])[O:6][C:4](=[O:5])[CH2:3][CH2:2]1.CCN(CC)CC.[F:15][C:16]1[CH:25]=[C:24]2[C:19]([CH2:20][CH2:21][NH:22][CH:23]2[C:26]2[CH:31]=[CH:30][CH:29]=[CH:28][CH:27]=2)=[CH:18][CH:17]=1.CCCCCCC. (9) Given the product [C:13]1([CH2:23][CH:24]2[CH2:29][CH2:28][N:27]([CH2:40][C:39]3[S:7][C:6]([NH:8][C:9](=[O:11])[CH3:10])=[CH:30][N:41]=3)[CH2:26][CH2:25]2)[C:22]2[C:17](=[CH:18][CH:19]=[CH:20][CH:21]=2)[CH:16]=[CH:15][CH:14]=1, predict the reactants needed to synthesize it. The reactants are: ClCC1[S:7][C:6]([NH:8][C:9](=[O:11])[CH3:10])=NC=1.Cl.[C:13]1([CH2:23][CH:24]2[CH2:29][CH2:28][NH:27][CH2:26][CH2:25]2)[C:22]2[C:17](=[CH:18][CH:19]=[CH:20][CH:21]=2)[CH:16]=[CH:15][CH:14]=1.[CH3:30]CN(C(C)C)C(C)C.[C:39](#[N:41])[CH3:40].